This data is from Forward reaction prediction with 1.9M reactions from USPTO patents (1976-2016). The task is: Predict the product of the given reaction. (1) Given the reactants [O:1]1[CH2:6][CH2:5][NH:4][C:3]2[N:7]=[CH:8][C:9](/[CH:11]=[CH:12]/[C:13]([OH:15])=O)=[CH:10][C:2]1=2.Cl.O=C1CC2C(=CC=C(/C=C/C(O)=O)C=2)N1.[CH3:32][N:33]1[C:41]2[C:36](=[CH:37][CH:38]=[CH:39][CH:40]=2)[C:35]([CH2:42][NH:43][CH3:44])=[CH:34]1.CC1NC2C(C=1CNC)=CC=CC=2.C(C(O)=O)CC(O)=O, predict the reaction product. The product is: [O:1]1[CH2:6][CH2:5][NH:4][C:3]2[N:7]=[CH:8][C:9](/[CH:11]=[CH:12]/[C:13]([N:43]([CH3:44])[CH2:42][C:35]3[C:36]4[C:41](=[CH:40][CH:39]=[CH:38][CH:37]=4)[N:33]([CH3:32])[CH:34]=3)=[O:15])=[CH:10][C:2]1=2. (2) Given the reactants [BH4-].[Na+].[Si:3]([O:10][CH2:11][CH2:12][CH2:13][C:14]1[CH:19]=[C:18]([C:20](OC)=[O:21])[N:17]=[C:16]([C:24]([O:26][CH3:27])=[O:25])[CH:15]=1)([C:6]([CH3:9])([CH3:8])[CH3:7])([CH3:5])[CH3:4].Cl, predict the reaction product. The product is: [Si:3]([O:10][CH2:11][CH2:12][CH2:13][C:14]1[CH:19]=[C:18]([CH2:20][OH:21])[N:17]=[C:16]([C:24]([O:26][CH3:27])=[O:25])[CH:15]=1)([C:6]([CH3:7])([CH3:9])[CH3:8])([CH3:4])[CH3:5]. (3) Given the reactants [NH2:1][S:2](/[CH:5]=[CH:6]/[C:7]1[C:8]([CH3:29])=[N:9][N:10]([CH3:28])[C:11]=1[O:12][C:13]1[C:14]([Cl:27])=[CH:15][C:16]([Cl:26])=[C:17]([CH:25]=1)[O:18][C@@H:19]([CH3:24])[C:20]([O:22][CH3:23])=[O:21])(=[O:4])=[O:3], predict the reaction product. The product is: [NH2:1][S:2]([CH2:5][CH2:6][C:7]1[C:8]([CH3:29])=[N:9][N:10]([CH3:28])[C:11]=1[O:12][C:13]1[C:14]([Cl:27])=[CH:15][C:16]([Cl:26])=[C:17]([CH:25]=1)[O:18][C@@H:19]([CH3:24])[C:20]([O:22][CH3:23])=[O:21])(=[O:4])=[O:3]. (4) Given the reactants [CH:1]([C:4]1[C:13]2[C:8](=[CH:9][C:10]([OH:14])=[CH:11][CH:12]=2)[CH:7]=[C:6]([NH:15][C:16]2[CH:20]=[C:19]([CH3:21])[NH:18][N:17]=2)[N:5]=1)([CH3:3])[CH3:2].[CH3:22][O:23][CH2:24][CH2:25]Br, predict the reaction product. The product is: [CH:1]([C:4]1[C:13]2[C:8](=[CH:9][C:10]([O:14][CH2:25][CH2:24][O:23][CH3:22])=[CH:11][CH:12]=2)[CH:7]=[C:6]([NH:15][C:16]2[CH:20]=[C:19]([CH3:21])[NH:18][N:17]=2)[N:5]=1)([CH3:3])[CH3:2]. (5) The product is: [Cl:1][C:2]1[C:7]([C:8]([F:11])([F:10])[F:9])=[CH:6][CH:5]=[CH:4][C:3]=1[C:12]1[N:13]([CH2:14][C:15]2[CH:16]=[N:17][C:18]3[C:23]([CH:24]=2)=[CH:22][CH:21]=[CH:20][CH:19]=3)[N:28]=[N:27][N:26]=1. Given the reactants [Cl:1][C:2]1[C:7]([C:8]([F:11])([F:10])[F:9])=[CH:6][CH:5]=[CH:4][C:3]=1[C:12](=S)[NH:13][CH2:14][C:15]1[CH:16]=[N:17][C:18]2[C:23]([CH:24]=1)=[CH:22][CH:21]=[CH:20][CH:19]=2.[N:26]([Si](C)(C)C)=[N+:27]=[N-:28], predict the reaction product. (6) Given the reactants Br[C:2]1[CH:3]=[C:4]([C:8]([C:10]2[C:18]3[CH:17]=[N:16][CH:15]=[N:14][C:13]=3[N:12]([C:19]3([CH2:22][O:23][CH:24]4[CH2:29][CH2:28][CH2:27][CH2:26][O:25]4)[CH2:21][CH2:20]3)[CH:11]=2)=[O:9])[CH:5]=[N:6][CH:7]=1.[OH-].[NH4+:31], predict the reaction product. The product is: [NH2:31][C:2]1[CH:3]=[C:4]([C:8]([C:10]2[C:18]3[CH:17]=[N:16][CH:15]=[N:14][C:13]=3[N:12]([C:19]3([CH2:22][O:23][CH:24]4[CH2:29][CH2:28][CH2:27][CH2:26][O:25]4)[CH2:21][CH2:20]3)[CH:11]=2)=[O:9])[CH:5]=[N:6][CH:7]=1. (7) Given the reactants Br[C:2]1[CH:7]=[CH:6][C:5]([C:8]2[N:17]=[C:16]3[N:10]([CH2:11][CH2:12][C:13]4[CH:29]=[CH:28][CH:27]=[CH:26][C:14]=4[CH:15]3[O:18][CH:19]3[CH2:24][CH2:23][N:22]([CH3:25])[CH2:21][CH2:20]3)[C:9]=2[CH3:30])=[CH:4][CH:3]=1.C(N(C(C)C)CC)(C)C.[SH:40][C:41]([CH3:46])([CH3:45])[CH2:42][CH2:43][OH:44].CC1(C)C2C(=C(P(C3C=CC=CC=3)C3C=CC=CC=3)C=CC=2)OC2C(P(C3C=CC=CC=3)C3C=CC=CC=3)=CC=CC1=2.N, predict the reaction product. The product is: [CH3:45][C:41]([S:40][C:2]1[CH:7]=[CH:6][C:5]([C:8]2[N:17]=[C:16]3[N:10]([CH2:11][CH2:12][C:13]4[CH:29]=[CH:28][CH:27]=[CH:26][C:14]=4[CH:15]3[O:18][CH:19]3[CH2:24][CH2:23][N:22]([CH3:25])[CH2:21][CH2:20]3)[C:9]=2[CH3:30])=[CH:4][CH:3]=1)([CH3:46])[CH2:42][CH2:43][OH:44]. (8) The product is: [Cl:40][C:24]1[N:23]=[C:22]([N:17]2[CH2:18][CH2:19][CH:14]([N:10]3[CH2:9][CH2:8][C:7]4[CH:20]=[C:3]([O:2][CH3:1])[CH:4]=[CH:5][C:6]=4[NH:12][C:11]3=[O:13])[CH2:15][CH2:16]2)[N:27]=[C:26]([O:28][C:29]2[CH:38]=[C:37]([CH3:39])[C:32]3[NH:33][C:34](=[O:36])[O:35][C:31]=3[CH:30]=2)[CH:25]=1. Given the reactants [CH3:1][O:2][C:3]1[CH:4]=[CH:5][C:6]2[NH:12][C:11](=[O:13])[N:10]([CH:14]3[CH2:19][CH2:18][NH:17][CH2:16][CH2:15]3)[CH2:9][CH2:8][C:7]=2[CH:20]=1.Cl[C:22]1[N:27]=[C:26]([O:28][C:29]2[CH:38]=[C:37]([CH3:39])[C:32]3[NH:33][C:34](=[O:36])[O:35][C:31]=3[CH:30]=2)[CH:25]=[C:24]([Cl:40])[N:23]=1.CCN(C(C)C)C(C)C.O, predict the reaction product. (9) Given the reactants [Br:1][C:2]1[N:3]=[N:4][C:5](Br)=[CH:6][CH:7]=1.[CH3:9][N:10]1[CH:15]2[CH2:16][CH2:17][CH:11]1[CH2:12][NH:13][CH2:14]2.[OH-].[Na+], predict the reaction product. The product is: [Br:1][C:2]1[N:3]=[N:4][C:5]([N:13]2[CH2:14][CH:15]3[N:10]([CH3:9])[CH:11]([CH2:17][CH2:16]3)[CH2:12]2)=[CH:6][CH:7]=1. (10) Given the reactants C([O:5][C:6](=[O:34])[C:7]([CH3:33])([O:9][C:10]1[CH:32]=[CH:31][C:13]([C:14]([O:16][CH2:17][C:18]2[N:22]([CH2:23][C:24]3[CH:29]=[CH:28][C:27]([CH3:30])=[CH:26][CH:25]=3)[N:21]=[N:20][CH:19]=2)=[O:15])=[CH:12][CH:11]=1)[CH3:8])(C)(C)C.Cl, predict the reaction product. The product is: [CH3:33][C:7]([O:9][C:10]1[CH:11]=[CH:12][C:13]([C:14]([O:16][CH2:17][C:18]2[N:22]([CH2:23][C:24]3[CH:25]=[CH:26][C:27]([CH3:30])=[CH:28][CH:29]=3)[N:21]=[N:20][CH:19]=2)=[O:15])=[CH:31][CH:32]=1)([CH3:8])[C:6]([OH:34])=[O:5].